Dataset: Forward reaction prediction with 1.9M reactions from USPTO patents (1976-2016). Task: Predict the product of the given reaction. (1) Given the reactants Br[C:2]1[CH:10]=[CH:9][C:5]([C:6]([OH:8])=[O:7])=[C:4]([N+:11]([O-:13])=[O:12])[CH:3]=1.[Cl:14][C:15]1[CH:16]=[C:17](OB(O)O)[CH:18]=[CH:19][C:20]=1[Cl:21], predict the reaction product. The product is: [Cl:14][C:15]1[CH:16]=[C:17]([C:2]2[CH:10]=[CH:9][C:5]([C:6]([OH:8])=[O:7])=[C:4]([N+:11]([O-:13])=[O:12])[CH:3]=2)[CH:18]=[CH:19][C:20]=1[Cl:21]. (2) Given the reactants [OH-].[Na+].CO.[CH:5]1([C:8]2[CH:13]=[C:12]([CH2:14][N:15]3[CH2:20][CH2:19][CH:18]([N:21]4[CH2:30][CH2:29][C:28]5[N:27]=[C:26]([CH2:31][CH2:32][CH3:33])[C:25]([C:34]([O:36]C)=[O:35])=[CH:24][C:23]=5[C:22]4=[O:38])[CH2:17][CH2:16]3)[C:11]([O:39][CH2:40][CH3:41])=[CH:10][C:9]=2[C:42]2[CH:47]=[CH:46][C:45]([F:48])=[CH:44][CH:43]=2)[CH2:7][CH2:6]1.Cl, predict the reaction product. The product is: [CH:5]1([C:8]2[CH:13]=[C:12]([CH2:14][N:15]3[CH2:20][CH2:19][CH:18]([N:21]4[CH2:30][CH2:29][C:28]5[N:27]=[C:26]([CH2:31][CH2:32][CH3:33])[C:25]([C:34]([OH:36])=[O:35])=[CH:24][C:23]=5[C:22]4=[O:38])[CH2:17][CH2:16]3)[C:11]([O:39][CH2:40][CH3:41])=[CH:10][C:9]=2[C:42]2[CH:43]=[CH:44][C:45]([F:48])=[CH:46][CH:47]=2)[CH2:6][CH2:7]1. (3) The product is: [NH2:46][C:6]1[CH:7]=[C:8]([CH:44]=[CH:45][CH:5]=1)[CH:9]([OH:52])[O:10][CH:11]1[CH:16]([C:17]2[CH:18]=[CH:19][C:20]([O:23][CH2:24][CH2:25][CH2:26][O:27][CH2:28][C:29]3[CH:34]=[CH:33][CH:32]=[CH:31][C:30]=3[O:35][CH3:36])=[CH:21][CH:22]=2)[CH2:15][CH2:14][N:13]([C:37]([O:39][C:40]([CH3:42])([CH3:43])[CH3:41])=[O:38])[CH2:12]1. Given the reactants C(O[C:5]1[CH:45]=[CH:44][C:8]([CH2:9][O:10][CH:11]2[CH:16]([C:17]3[CH:22]=[CH:21][C:20]([O:23][CH2:24][CH2:25][CH2:26][O:27][CH2:28][C:29]4[CH:34]=[CH:33][CH:32]=[CH:31][C:30]=4[O:35][CH3:36])=[CH:19][CH:18]=3)[CH2:15][CH2:14][N:13]([C:37]([O:39][C:40]([CH3:43])([CH3:42])[CH3:41])=[O:38])[CH2:12]2)=[CH:7][C:6]=1[N+:46]([O-])=O)C=C.[BH4-].[Li+].C(=O)([O-])[OH:52].[Na+], predict the reaction product. (4) Given the reactants [O:1]=[C:2]1[C:11]2[C:6]3[C:7](=[CH:12][CH:13]=[CH:14][C:5]=3[C:4](=[O:15])[N:3]1[CH2:16][CH2:17][CH2:18][CH2:19][N:20]1[C:24](=[O:25])[C:23]3[CH:26]=[CH:27][C:28]([C:30]([OH:32])=[O:31])=[CH:29][C:22]=3[S:21]1(=[O:34])=[O:33])[CH:8]=[CH:9][CH:10]=2.[OH-:35].[Na+].Cl, predict the reaction product. The product is: [O:1]=[C:2]1[C:11]2[C:6]3[C:7](=[CH:12][CH:13]=[CH:14][C:5]=3[C:4](=[O:15])[N:3]1[CH2:16][CH2:17][CH2:18][CH2:19][NH:20][S:21]([C:22]1[CH:29]=[C:28]([C:30]([OH:32])=[O:31])[CH:27]=[CH:26][C:23]=1[C:24]([OH:35])=[O:25])(=[O:34])=[O:33])[CH:8]=[CH:9][CH:10]=2. (5) Given the reactants C([Mg]Br)C.I[C:6]1[N:10]([CH2:11][C:12]([F:15])([F:14])[F:13])[CH:9]=[N:8][CH:7]=1.[Cl:16][C:17]1[N:22]=[C:21](Cl)[CH:20]=[CH:19][N:18]=1.C(N(CC(O)=O)CC(O)=O)CN(CC(O)=O)CC(O)=O, predict the reaction product. The product is: [Cl:16][C:17]1[N:22]=[C:21]([C:6]2[N:10]([CH2:11][C:12]([F:15])([F:14])[F:13])[CH:9]=[N:8][CH:7]=2)[CH:20]=[CH:19][N:18]=1. (6) Given the reactants [NH2:1][C:2]1[CH:7]=[C:6]([Cl:8])[CH:5]=[CH:4][C:3]=1[OH:9].[N+:10]([C:13]1[CH:14]=[C:15]([CH:19]=[CH:20][CH:21]=1)[C:16](Cl)=O)([O-:12])=[O:11], predict the reaction product. The product is: [Cl:8][C:6]1[CH:5]=[CH:4][C:3]2[O:9][C:16]([C:15]3[CH:19]=[CH:20][CH:21]=[C:13]([N+:10]([O-:12])=[O:11])[CH:14]=3)=[N:1][C:2]=2[CH:7]=1.